From a dataset of Experimentally validated miRNA-target interactions with 360,000+ pairs, plus equal number of negative samples. Binary Classification. Given a miRNA mature sequence and a target amino acid sequence, predict their likelihood of interaction. (1) The miRNA is mmu-miR-23b-5p with sequence GGGUUCCUGGCAUGCUGAUUU. The protein sequence of the target gene is MAYPFQLGLQDATSPIMEELTNFHDHTLMIVFLISSLVLYIISLMLTTKLTHTSTMDAQEVETIWTILPAVILILIALPSLRILYMMDEINNPVLTVKTMGHQWYWSYEYTDYEDLCFDSYMIPTNDLKPGELRLLEVDNRVVLPMELPIRMLISSEDVLHSWAVPSLGLKTDAIPGRLNQATVTSNRPGLFYGQCSEICGSNHSFMPIVLEMVPLKYFENWSASMI. Result: 0 (no interaction). (2) The miRNA is hsa-miR-651-3p with sequence AAAGGAAAGUGUAUCCUAAAAG. The protein sequence of the target gene is MPLVRYRKVVILGYRCVGKTSLAHQFVEGEFSEGYDPTVENTYSKIVTLGKDEFHLHLVDTAGQDEYSILPYSFIIGVHGYVLVYSVTSLHSFQVIESLYQKLHEGHGKTRVPVVLVGNKADLSPEREVQAVEGKKLAESWGATFMESSARENQLTQGIFTKVIQEIARVENSYGQERRCHLM. Result: 0 (no interaction). (3) The miRNA is mmu-miR-883a-5p with sequence UGCUGAGAGAAGUAGCAGUUAC. The protein sequence of the target gene is MAAPGRLLLRPRPGGLLLLLPGLLLPLADAFNLDVESPAEYAGPEGSYFGFAVDFFEPSTSSRMFLLVGAPKANTTQPGIVEGGQVLKCECSSSRRCQPIEFDSTGNRDYAKDDPLEFKSHQWFGASVRSKQDKILACAPLYHWRTEMKQEREPVGTCFLQDGTKTVEYAPCRSKNIDADGQGFCQGGFSIDFTKADRVLLGGPGSFYWQGQLISDQVAEIISKYDPNVYSIKYNNQLATRTAQAIFDDSYLGYSVAVGDFNGDGIEDFVSGVPRAARTLGMVYIYDGKNMSSLHNFTGE.... Result: 1 (interaction).